From a dataset of Forward reaction prediction with 1.9M reactions from USPTO patents (1976-2016). Predict the product of the given reaction. (1) Given the reactants [CH3:1][O:2][CH2:3][CH2:4][NH:5][CH2:6][CH2:7][O:8][C:9]1[CH:10]=[C:11]2[C:15](=[CH:16][CH:17]=1)[NH:14][C:13]([C:18]1[C:19](=[O:28])[NH:20][C:21]3[C:26]([CH:27]=1)=[CH:25][CH:24]=[CH:23][CH:22]=3)=[CH:12]2.[CH3:29][O:30][C:31]1[N:36]=[CH:35][C:34]([CH:37]=O)=[CH:33][N:32]=1.C(O[BH-](OC(=O)C)OC(=O)C)(=O)C.[Na+], predict the reaction product. The product is: [CH3:1][O:2][CH2:3][CH2:4][N:5]([CH2:37][C:34]1[CH:33]=[N:32][C:31]([O:30][CH3:29])=[N:36][CH:35]=1)[CH2:6][CH2:7][O:8][C:9]1[CH:10]=[C:11]2[C:15](=[CH:16][CH:17]=1)[NH:14][C:13]([C:18]1[C:19](=[O:28])[NH:20][C:21]3[C:26]([CH:27]=1)=[CH:25][CH:24]=[CH:23][CH:22]=3)=[CH:12]2. (2) The product is: [Br:20][CH2:3][C:4]1[C:9]([CH:10]2[CH2:12][CH2:11]2)=[CH:8][CH:7]=[CH:6][C:5]=1[N:13]1[C:17](=[O:18])[N:16]([CH3:19])[N:15]=[N:14]1. Given the reactants CO[CH2:3][C:4]1[C:9]([CH:10]2[CH2:12][CH2:11]2)=[CH:8][CH:7]=[CH:6][C:5]=1[N:13]1[C:17](=[O:18])[N:16]([CH3:19])[N:15]=[N:14]1.[BrH:20].C(O)(=O)C.[Cl-].[Na+], predict the reaction product. (3) Given the reactants [CH3:1]/[CH:2]=[C:3]1/[C:4]([CH2:6][C@H:7]2[C@@H:12]3[CH2:13][CH2:14][C:15]4[C@@:21]([CH3:22])([C@H:11]3[CH2:10][CH2:9][C@:8]/12[CH3:23])[CH2:20][CH2:19][C:17](=[O:18])[CH:16]=4)=[O:5], predict the reaction product. The product is: [CH3:1]/[CH:2]=[C:3]1\[C:4]([CH2:6][C@H:7]2[C@@H:12]3[CH2:13][CH2:14][C:15]4[C@@:21]([CH3:22])([C@H:11]3[CH2:10][CH2:9][C@:8]\12[CH3:23])[CH2:20][CH2:19][C:17](=[O:18])[CH:16]=4)=[O:5]. (4) Given the reactants [CH3:1][O:2][C:3]1[CH:12]=[C:11]2[C:6]([C:7]([S:13][CH2:14][C:15]3[N:19]4[N:20]=[C:21]([C:24]5[CH:29]=[CH:28][CH:27]=[CH:26][CH:25]=5)[CH:22]=[CH:23][C:18]4=[N:17][N:16]=3)=[CH:8][CH:9]=[N:10]2)=[CH:5][CH:4]=1.C1C=C(Cl)C=C(C(OO)=[O:38])C=1.C([O-])(O)=[O:42].[Na+], predict the reaction product. The product is: [CH3:1][OH:2].[NH4+:10].[OH-:38].[CH3:1][O:2][C:3]1[CH:12]=[C:11]2[C:6]([C:7]([S:13]([CH2:14][C:15]3[N:19]4[N:20]=[C:21]([C:24]5[CH:29]=[CH:28][CH:27]=[CH:26][CH:25]=5)[CH:22]=[CH:23][C:18]4=[N:17][N:16]=3)=[O:42])=[CH:8][CH:9]=[N:10]2)=[CH:5][CH:4]=1. (5) The product is: [CH:1]1([C:4]2[C:8]3[CH2:9][CH2:10][C:11]4[N:12]=[C:13]([NH:16][C:17](=[O:19])[CH3:18])[S:14][C:15]=4[C:7]=3[N:6]([CH:20]3[CH2:21][CH2:22][N:23]([C:26]([CH:28]4[CH2:29][CH2:30][N:31]([CH2:34][CH2:35][CH3:36])[CH2:32][CH2:33]4)=[O:27])[CH2:24][CH2:25]3)[N:5]=2)[CH2:3][CH2:2]1. Given the reactants [CH:1]1([C:4]2[C:8]3[CH2:9][CH2:10][C:11]4[N:12]=[C:13]([NH:16][C:17](=[O:19])[CH3:18])[S:14][C:15]=4[C:7]=3[N:6]([CH:20]3[CH2:25][CH2:24][N:23]([C:26]([CH:28]4[CH2:33][CH2:32][NH:31][CH2:30][CH2:29]4)=[O:27])[CH2:22][CH2:21]3)[N:5]=2)[CH2:3][CH2:2]1.[CH:34](=O)[CH2:35][CH3:36].C([O-])(=O)C.[Na+], predict the reaction product. (6) Given the reactants C(OC([NH:8][C@@H:9]([CH2:33][CH2:34][C:35]1[N:39]([C:40]2[CH:45]=[CH:44][CH:43]=[CH:42][CH:41]=2)[C:38]2[CH:46]=[C:47]([Cl:51])[C:48]([Cl:50])=[CH:49][C:37]=2[N:36]=1)[C:10]([NH:12][O:13]C(C1C=CC=CC=1)(C1C=CC=CC=1)C1C=CC=CC=1)=[O:11])=O)(C)(C)C.Cl.O1CCOCC1, predict the reaction product. The product is: [NH2:8][C@@H:9]([CH2:33][CH2:34][C:35]1[N:39]([C:40]2[CH:45]=[CH:44][CH:43]=[CH:42][CH:41]=2)[C:38]2[CH:46]=[C:47]([Cl:51])[C:48]([Cl:50])=[CH:49][C:37]=2[N:36]=1)[C:10]([NH:12][OH:13])=[O:11]. (7) Given the reactants Br.Br.[CH2:3]([NH:5][CH:6]1[CH2:15][CH2:14][C:9]2[N:10]=[C:11](N)[S:12][C:8]=2[CH2:7]1)[CH3:4].C(NC1CCC2N=CSC=2C1)CC, predict the reaction product. The product is: [CH2:3]([NH:5][CH:6]1[CH2:15][CH2:14][C:9]2[N:10]=[CH:11][S:12][C:8]=2[CH2:7]1)[CH3:4].